Dataset: Full USPTO retrosynthesis dataset with 1.9M reactions from patents (1976-2016). Task: Predict the reactants needed to synthesize the given product. (1) Given the product [CH3:12][N:13]([CH2:14][CH2:15][C:16]1[CH:21]=[CH:20][CH:19]=[CH:18][CH:17]=1)[C:2]1[S:3][C:4]([C:7]([O:9][CH2:10][CH3:11])=[O:8])=[CH:5][N:6]=1, predict the reactants needed to synthesize it. The reactants are: Br[C:2]1[S:3][C:4]([C:7]([O:9][CH2:10][CH3:11])=[O:8])=[CH:5][N:6]=1.[CH3:12][NH:13][CH2:14][CH2:15][C:16]1[CH:21]=[CH:20][CH:19]=[CH:18][CH:17]=1. (2) Given the product [CH3:14][C:15]1[CH:16]=[CH:11][N:9]([C:8]2[CH:6]=[CH:5][CH:4]=[CH:3][N:2]=2)[N:10]=1, predict the reactants needed to synthesize it. The reactants are: C[N:2]([CH3:8])/[CH:3]=[CH:4]/[C:5](=O)[CH3:6].[NH:9]([C:11]1[CH:16]=[CH:15][CH:14]=CN=1)[NH2:10]. (3) Given the product [CH:10]1([CH2:16][NH:6][CH2:5][CH:4]([O:7][CH2:8][CH3:9])[O:3][CH2:1][CH3:2])[CH2:15][CH2:14][CH2:13][CH2:12][CH2:11]1, predict the reactants needed to synthesize it. The reactants are: [CH2:1]([O:3][CH:4]([O:7][CH2:8][CH3:9])[CH2:5][NH2:6])[CH3:2].[CH:10]1([CH:16]=O)[CH2:15][CH2:14][CH2:13][CH2:12][CH2:11]1.C(O[BH-](OC(=O)C)OC(=O)C)(=O)C.[Na+].[OH-].[Na+]. (4) Given the product [CH3:1][C:2]1[C:10]2[C:5](=[N:6][C:7]([C:22]3[CH:23]=[CH:24][C:25]([OH:28])=[CH:26][CH:27]=3)=[CH:8][C:9]=2[CH2:11][N:12]2[CH2:17][C:16]([CH3:18])([CH3:19])[NH:15][CH2:14][C:13]2([CH3:21])[CH3:20])[NH:4][N:3]=1, predict the reactants needed to synthesize it. The reactants are: [CH3:1][C:2]1[C:10]2[C:5](=[N:6][C:7]([C:22]3[CH:27]=[CH:26][C:25]([OH:28])=[CH:24][CH:23]=3)=[CH:8][C:9]=2[CH2:11][N:12]2[CH2:17][C:16]([CH3:19])([CH3:18])[NH:15][CH2:14][C:13]2([CH3:21])[CH3:20])[N:4](C2CCCCO2)[N:3]=1.Cl. (5) Given the product [CH2:1]([O:4][C:5]([C:7]1[N:8]([NH2:15])[CH:9]=[CH:10][CH:11]=1)=[O:6])[CH:2]=[CH2:3], predict the reactants needed to synthesize it. The reactants are: [CH2:1]([O:4][C:5]([C:7]1[NH:8][CH:9]=[CH:10][CH:11]=1)=[O:6])[CH:2]=[CH2:3].[H-].[Na+].Cl[NH2:15].C(=O)(O)[O-].[Na+]. (6) Given the product [CH3:18][O:19][C:20]1[CH:21]=[C:22]([NH:28][C:29]2[N:31]=[CH:4][C:5]3[CH2:11][C:10](=[O:12])[NH:9][C:8]4[N:13]=[CH:14][CH:15]=[CH:16][C:7]=4[C:6]=3[N:30]=2)[CH:23]=[CH:24][C:25]=1[O:26][CH3:27], predict the reactants needed to synthesize it. The reactants are: CN(/[CH:4]=[C:5]1\[C:6](=O)[C:7]2[CH:16]=[CH:15][CH:14]=[N:13][C:8]=2[NH:9][C:10](=[O:12])[CH2:11]\1)C.[CH3:18][O:19][C:20]1[CH:21]=[C:22]([NH:28][C:29]([NH2:31])=[NH:30])[CH:23]=[CH:24][C:25]=1[O:26][CH3:27].